Dataset: Peptide-MHC class I binding affinity with 185,985 pairs from IEDB/IMGT. Task: Regression. Given a peptide amino acid sequence and an MHC pseudo amino acid sequence, predict their binding affinity value. This is MHC class I binding data. (1) The peptide sequence is KQNMRIRSK. The MHC is HLA-B15:17 with pseudo-sequence HLA-B15:17. The binding affinity (normalized) is 0.0847. (2) The peptide sequence is FKRKGGIGGY. The MHC is HLA-B51:01 with pseudo-sequence HLA-B51:01. The binding affinity (normalized) is 0. (3) The peptide sequence is FESKSMKL. The MHC is HLA-B45:01 with pseudo-sequence HLA-B45:01. The binding affinity (normalized) is 0. (4) The peptide sequence is FRGGCIHSRI. The MHC is Mamu-B08 with pseudo-sequence Mamu-B08. The binding affinity (normalized) is 0.555. (5) The peptide sequence is EPWLRGNQF. The MHC is HLA-B07:02 with pseudo-sequence HLA-B07:02. The binding affinity (normalized) is 0.506.